Dataset: Forward reaction prediction with 1.9M reactions from USPTO patents (1976-2016). Task: Predict the product of the given reaction. (1) Given the reactants [C:1]([C:5]1[CH:9]=[C:8]([NH:10][C:11](=[O:36])[NH:12][C:13]2[C:22]3[C:17](=[CH:18][CH:19]=[CH:20][CH:21]=3)[C:16]([O:23][CH2:24][C:25]3[CH:30]=[CH:29][N:28]=[C:27]([NH:31][C:32](=[O:35])[CH2:33]Cl)[CH:26]=3)=[CH:15][CH:14]=2)[N:7]([C:37]2[CH:42]=[CH:41][C:40]([CH3:43])=[CH:39][CH:38]=2)[N:6]=1)([CH3:4])([CH3:3])[CH3:2].[CH3:44][S-:45].[Na+], predict the reaction product. The product is: [C:1]([C:5]1[CH:9]=[C:8]([NH:10][C:11](=[O:36])[NH:12][C:13]2[C:22]3[C:17](=[CH:18][CH:19]=[CH:20][CH:21]=3)[C:16]([O:23][CH2:24][C:25]3[CH:30]=[CH:29][N:28]=[C:27]([NH:31][C:32](=[O:35])[CH2:33][S:45][CH3:44])[CH:26]=3)=[CH:15][CH:14]=2)[N:7]([C:37]2[CH:42]=[CH:41][C:40]([CH3:43])=[CH:39][CH:38]=2)[N:6]=1)([CH3:4])([CH3:3])[CH3:2]. (2) Given the reactants [C:1]([CH2:3][C:4]([N:6]([CH:17]([CH3:19])[CH3:18])[C:7]1[CH:16]=[CH:15][C:10]2[N:11]=[C:12]([SH:14])[S:13][C:9]=2[CH:8]=1)=[O:5])#[N:2].[CH:20]([C:22]1[CH:30]=[CH:29][C:25]([C:26]([OH:28])=[O:27])=[CH:24][CH:23]=1)=O.N1CCCCC1, predict the reaction product. The product is: [C:1]([C:3]([C:4](=[O:5])[N:6]([CH:17]([CH3:19])[CH3:18])[C:7]1[CH:16]=[CH:15][C:10]2[N:11]=[C:12]([SH:14])[S:13][C:9]=2[CH:8]=1)=[CH:20][C:22]1[CH:30]=[CH:29][C:25]([C:26]([OH:28])=[O:27])=[CH:24][CH:23]=1)#[N:2]. (3) Given the reactants [F:1][C:2]1[C:7]([F:8])=[CH:6][CH:5]=[CH:4][C:3]=1[C:9]1[N:17]=[C:12]2[CH:13]=[N:14][NH:15][CH:16]=[C:11]2[N:10]=1.Cl[CH2:19][C:20]1[O:24][N:23]=[C:22]([C:25]2[CH:30]=[CH:29][C:28]([O:31][CH3:32])=[CH:27][CH:26]=2)[CH:21]=1, predict the reaction product. The product is: [F:1][C:2]1[C:7]([F:8])=[CH:6][CH:5]=[CH:4][C:3]=1[C:9]1[N:17]=[C:12]2[CH:13]=[N:14][N:15]([CH2:19][C:20]3[O:24][N:23]=[C:22]([C:25]4[CH:30]=[CH:29][C:28]([O:31][CH3:32])=[CH:27][CH:26]=4)[CH:21]=3)[CH:16]=[C:11]2[N:10]=1. (4) Given the reactants [Cl:1][C:2]1[CH:3]=[CH:4][C:5]([F:9])=[C:6]([CH:8]=1)[NH2:7].[Br:10]N1C(=O)CCC1=O, predict the reaction product. The product is: [Br:10][C:3]1[C:2]([Cl:1])=[CH:8][C:6]([NH2:7])=[C:5]([F:9])[CH:4]=1. (5) Given the reactants [NH2:1][C:2]1[CH:3]=[C:4](/[CH:8]=[CH:9]\[C:10]2[CH:15]=[C:14]([NH:16][C:17](=[O:23])[O:18][C:19]([CH3:22])([CH3:21])[CH3:20])[CH:13]=[CH:12][N:11]=2)[CH:5]=[CH:6][CH:7]=1.[Cl:24][C:25]1[N:30]=[C:29](Cl)[C:28]([Cl:32])=[CH:27][N:26]=1.C(=O)([O-])[O-].[K+].[K+], predict the reaction product. The product is: [Cl:24][C:25]1[N:30]=[C:29]([NH:1][C:2]2[CH:3]=[C:4](/[CH:8]=[CH:9]\[C:10]3[CH:15]=[C:14]([NH:16][C:17](=[O:23])[O:18][C:19]([CH3:20])([CH3:22])[CH3:21])[CH:13]=[CH:12][N:11]=3)[CH:5]=[CH:6][CH:7]=2)[C:28]([Cl:32])=[CH:27][N:26]=1. (6) Given the reactants Cl.Cl.[CH:3]1([N:7]2[CH2:12][CH2:11][NH:10][CH2:9][CH2:8]2)[CH2:6][CH2:5][CH2:4]1.[C:13](N1CCNCC1)([O:15][C:16]([CH3:19])([CH3:18])[CH3:17])=[O:14].C1(=O)CCC1.[BH-](OC(C)=O)(OC(C)=O)OC(C)=O.[Na+], predict the reaction product. The product is: [C:13]([N:10]1[CH2:11][CH2:12][N:7]([CH:3]2[CH2:6][CH2:5][CH2:4]2)[CH2:8][CH2:9]1)([O:15][C:16]([CH3:19])([CH3:18])[CH3:17])=[O:14].